Dataset: Catalyst prediction with 721,799 reactions and 888 catalyst types from USPTO. Task: Predict which catalyst facilitates the given reaction. (1) Reactant: [F:1][C:2]([F:19])([F:18])[O:3][C:4]1[CH:9]=[CH:8][C:7]([N:10]2[CH2:14][CH2:13][CH2:12][CH:11]2[C:15]([OH:17])=O)=[CH:6][CH:5]=1.[NH:20]1[C:25](=[O:26])[CH2:24][NH:23][C:22]2[N:27]=[CH:28][CH:29]=[CH:30][C:21]1=2.Cl.CN(C)CCCN=C=NCC.O.ON1C2C=CC=CC=2N=N1. Product: [F:18][C:2]([F:1])([F:19])[O:3][C:4]1[CH:5]=[CH:6][C:7]([N:10]2[CH2:14][CH2:13][CH2:12][C@H:11]2[C:15]([N:23]2[CH2:24][C:25](=[O:26])[NH:20][C:21]3[CH:30]=[CH:29][CH:28]=[N:27][C:22]2=3)=[O:17])=[CH:8][CH:9]=1. The catalyst class is: 145. (2) Reactant: [CH3:1][C@@H:2]1[CH2:7][CH2:6][CH2:5][CH2:4][C@@H:3]1[N:8]1[C:12]2=[C:13]3[CH:19]=[CH:18][N:17]([CH2:20][O:21][CH2:22][CH2:23][Si:24]([CH3:27])([CH3:26])[CH3:25])[C:14]3=[N:15][CH:16]=[C:11]2[NH:10][C:9]1=[O:28].[H-].[Na+].Br[CH2:32][C:33]1[CH:40]=[CH:39][C:36]([C:37]#[N:38])=[CH:35][CH:34]=1.O. Product: [CH3:1][C@@H:2]1[CH2:7][CH2:6][CH2:5][CH2:4][C@@H:3]1[N:8]1[C:12]2=[C:13]3[CH:19]=[CH:18][N:17]([CH2:20][O:21][CH2:22][CH2:23][Si:24]([CH3:27])([CH3:26])[CH3:25])[C:14]3=[N:15][CH:16]=[C:11]2[N:10]([CH2:32][C:33]2[CH:40]=[CH:39][C:36]([C:37]#[N:38])=[CH:35][CH:34]=2)[C:9]1=[O:28]. The catalyst class is: 508. (3) Reactant: [CH3:1][O:2][C:3]1[CH:4]=[CH:5][C:6]2[N:7]([N:9]=[C:10]([C:23]3[CH:28]=[CH:27][C:26]([O:29][CH3:30])=[CH:25][CH:24]=3)[C:11]=2[CH2:12][C:13]2[N:18]=[C:17]([C:19]([O:21]C)=[O:20])[CH:16]=[CH:15][CH:14]=2)[CH:8]=1.[OH-].[Na+].Cl. Product: [CH3:1][O:2][C:3]1[CH:4]=[CH:5][C:6]2[N:7]([N:9]=[C:10]([C:23]3[CH:24]=[CH:25][C:26]([O:29][CH3:30])=[CH:27][CH:28]=3)[C:11]=2[CH2:12][C:13]2[N:18]=[C:17]([C:19]([OH:21])=[O:20])[CH:16]=[CH:15][CH:14]=2)[CH:8]=1. The catalyst class is: 83. (4) Reactant: [NH2:1][C@@H:2]([CH:15]([CH3:17])[CH3:16])[C:3]([NH:5][C@@H:6]([CH3:14])[C:7]([O:9][C:10]([CH3:13])([CH3:12])[CH3:11])=[O:8])=[O:4].[C:18]1(=[O:33])[N:22]([C:23]2[CH:31]=[CH:30][C:26]([C:27](O)=[O:28])=[CH:25][CH:24]=2)[C:21](=[O:32])[CH:20]=[CH:19]1.CN(C(ON1N=NC2C=CC=CC1=2)=[N+](C)C)C.[B-](F)(F)(F)F.CCN(C(C)C)C(C)C. Product: [O:32]=[C:21]1[CH:20]=[CH:19][C:18](=[O:33])[N:22]1[C:23]1[CH:31]=[CH:30][C:26]([C:27]([NH:1][C@@H:2]([CH:15]([CH3:17])[CH3:16])[C:3]([NH:5][C@@H:6]([CH3:14])[C:7]([O:9][C:10]([CH3:11])([CH3:13])[CH3:12])=[O:8])=[O:4])=[O:28])=[CH:25][CH:24]=1. The catalyst class is: 4. (5) Reactant: [F:1][C:2]1[CH:3]=[CH:4][C:5]([CH3:18])=[C:6]2[C:10]=1[N:9]([CH2:11][CH2:12][O:13][CH3:14])[CH:8]=[C:7]2[C:15]([OH:17])=O.CCN(CC)CC.Cl.[F:27][C:28]([F:47])([F:46])[C:29]([NH:31][CH2:32][C:33]1[CH:38]=[CH:37][C:36]([F:39])=[C:35]([CH:40]2[CH2:45][CH2:44][NH:43][CH2:42][CH2:41]2)[CH:34]=1)=[O:30].CCN=C=NCCCN(C)C. Product: [F:46][C:28]([F:27])([F:47])[C:29]([NH:31][CH2:32][C:33]1[CH:38]=[CH:37][C:36]([F:39])=[C:35]([CH:40]2[CH2:45][CH2:44][N:43]([C:15]([C:7]3[C:6]4[C:10](=[C:2]([F:1])[CH:3]=[CH:4][C:5]=4[CH3:18])[N:9]([CH2:11][CH2:12][O:13][CH3:14])[CH:8]=3)=[O:17])[CH2:42][CH2:41]2)[CH:34]=1)=[O:30]. The catalyst class is: 2. (6) Reactant: [CH3:1][C:2]1([CH3:9])[O:6][CH:5]([CH2:7][OH:8])[CH2:4][O:3]1.[C:10](#[N:13])[CH:11]=[CH2:12].[H-].[Na+].O. Product: [CH3:1][C:2]1([CH3:9])[O:6][CH:5]([CH2:7][O:8][CH2:12][CH2:11][C:10]#[N:13])[CH2:4][O:3]1. The catalyst class is: 7. (7) Reactant: [Cl:1][C:2]1[CH:3]=[CH:4][C:5]2[N:6]([N:8]=[C:9]([CH3:11])[N:10]=2)[CH:7]=1.C1C(=O)N([Br:19])C(=O)C1. Product: [Br:19][CH2:11][C:9]1[N:10]=[C:5]2[CH:4]=[CH:3][C:2]([Cl:1])=[CH:7][N:6]2[N:8]=1. The catalyst class is: 53. (8) Reactant: [Br:1][C:2]1[CH:11]=[CH:10][C:5]([C:6](OC)=[O:7])=[CH:4][C:3]=1[C:12]([F:15])([F:14])[F:13].[H-].[H-].[H-].[H-].[Li+].[Al+3]. Product: [Br:1][C:2]1[CH:11]=[CH:10][C:5]([CH2:6][OH:7])=[CH:4][C:3]=1[C:12]([F:13])([F:14])[F:15]. The catalyst class is: 1. (9) Reactant: [Br:1][C:2]1[CH:7]=[C:6]([CH3:8])[C:5]([Cl:9])=[CH:4][C:3]=1[CH3:10].BrN1C(=O)CCC1=O.N(C(C)(C)C#N)=NC(C)(C)C#N.[C:31]([O-:34])(=[O:33])[CH3:32].[Na+].[C:36]([O:39]CC)(=[O:38])[CH3:37]. Product: [CH3:32][C:31]([O:34][CH2:10][C:3]1[C:2]([Br:1])=[CH:7][C:6]([CH2:8][O:39][C:36]([CH3:37])=[O:38])=[C:5]([Cl:9])[CH:4]=1)=[O:33]. The catalyst class is: 174. (10) Reactant: C([SiH](CC)CC)C.FC(F)(F)C(O)=O.O[CH:16]([C:26]1[C:27]([C:41]2[CH:46]=[CH:45][CH:44]=[CH:43][CH:42]=2)=[N:28][N:29]2[C:34]([Si:35]([CH3:38])([CH3:37])[CH3:36])=[C:33]([O:39][CH3:40])[CH:32]=[CH:31][C:30]=12)[C:17]1[O:21][C:20]([C:22]([O:24][CH3:25])=[O:23])=[CH:19][CH:18]=1.C(=O)(O)[O-].[Na+]. Product: [CH3:40][O:39][C:33]1[CH:32]=[CH:31][C:30]2[N:29]([N:28]=[C:27]([C:41]3[CH:46]=[CH:45][CH:44]=[CH:43][CH:42]=3)[C:26]=2[CH2:16][C:17]2[O:21][C:20]([C:22]([O:24][CH3:25])=[O:23])=[CH:19][CH:18]=2)[C:34]=1[Si:35]([CH3:36])([CH3:38])[CH3:37]. The catalyst class is: 4.